This data is from Full USPTO retrosynthesis dataset with 1.9M reactions from patents (1976-2016). The task is: Predict the reactants needed to synthesize the given product. (1) Given the product [F:19][C:20]1[CH:21]=[CH:22][C:23]([NH:26][C:16]([C:12]2[C:11]3[CH2:10][C@H:9]4[CH2:7][C@H:8]4[C:15]=3[N:14]([C:21]3[CH:20]=[CH:25][N:24]=[CH:23][CH:22]=3)[N:13]=2)=[O:18])=[N:24][CH:25]=1, predict the reactants needed to synthesize it. The reactants are: N1C=CC([CH:7]2[C@H:9]3[CH2:10][C:11]4[C:12]([C:16]([OH:18])=O)=[N:13][NH:14][C:15]=4[C@@H:8]23)=CC=1.[F:19][C:20]1[CH:21]=[CH:22][C:23]([NH2:26])=[N:24][CH:25]=1. (2) Given the product [CH3:1][C:2]1[N:7]=[C:6]([NH:8][C:9](=[O:11])[CH3:10])[CH:5]=[CH:4][CH:3]=1, predict the reactants needed to synthesize it. The reactants are: [CH3:1][C:2]1[N:7]=[C:6]([NH2:8])[CH:5]=[CH:4][CH:3]=1.[C:9](OC(=O)C)(=[O:11])[CH3:10]. (3) Given the product [OH:12][C@H:9]1[CH2:10][C:11]2[C:2]([NH:1][C:20](=[O:21])[O:22][C:23]3[CH:28]=[CH:27][CH:26]=[CH:25][CH:24]=3)=[CH:3][CH:4]=[CH:5][C:6]=2[CH2:7][CH2:8]1, predict the reactants needed to synthesize it. The reactants are: [NH2:1][C:2]1[CH:3]=[CH:4][CH:5]=[C:6]2[C:11]=1[CH2:10][C@H:9]([OH:12])[CH2:8][CH2:7]2.N1C=CC=CC=1.Cl[C:20]([O:22][C:23]1[CH:28]=[CH:27][CH:26]=[CH:25][CH:24]=1)=[O:21].C(OC(=O)C)C.